This data is from Full USPTO retrosynthesis dataset with 1.9M reactions from patents (1976-2016). The task is: Predict the reactants needed to synthesize the given product. (1) Given the product [CH3:1][C:2]1[NH:3][C:4]2[C:9]([CH:10]=1)=[CH:8][C:7]([NH:11][C:12]1[CH:17]=[CH:16][N:15]=[C:14]3[CH:18]=[C:19]([C:21]4[CH:28]=[CH:27][C:24]([CH2:25][NH:32][CH2:31][CH2:30][OH:29])=[CH:23][CH:22]=4)[S:20][C:13]=13)=[CH:6][CH:5]=2, predict the reactants needed to synthesize it. The reactants are: [CH3:1][C:2]1[NH:3][C:4]2[C:9]([CH:10]=1)=[CH:8][C:7]([NH:11][C:12]1[CH:17]=[CH:16][N:15]=[C:14]3[CH:18]=[C:19]([C:21]4[CH:28]=[CH:27][C:24]([CH:25]=O)=[CH:23][CH:22]=4)[S:20][C:13]=13)=[CH:6][CH:5]=2.[OH:29][CH2:30][CH2:31][NH2:32]. (2) The reactants are: [CH2:1]([O:8][C:9]([NH:11][C@H:12]([CH3:16])[C:13]([OH:15])=O)=[O:10])[C:2]1[CH:7]=[CH:6][CH:5]=[CH:4][CH:3]=1.CCN=C=NCCCN(C)C.C1C=CC2N(O)N=NC=2C=1.[CH3:38][C:39]1[CH:44]=[CH:43][C:42]([O:45][Si:46]([CH:53]([CH3:55])[CH3:54])([CH:50]([CH3:52])[CH3:51])[CH:47]([CH3:49])[CH3:48])=[CH:41][C:40]=1[NH2:56]. Given the product [CH2:1]([O:8][C:9](=[O:10])[NH:11][C@@H:12]([C:13](=[O:15])[NH:56][C:40]1[CH:41]=[C:42]([O:45][Si:46]([CH:53]([CH3:55])[CH3:54])([CH:50]([CH3:52])[CH3:51])[CH:47]([CH3:48])[CH3:49])[CH:43]=[CH:44][C:39]=1[CH3:38])[CH3:16])[C:2]1[CH:3]=[CH:4][CH:5]=[CH:6][CH:7]=1, predict the reactants needed to synthesize it. (3) Given the product [NH2:31][C:30]1[C:16]2[C:17](=[N:18][CH:19]=[C:20]([O:21][C:22](=[O:27])[C:23]([CH3:26])([CH3:25])[CH3:24])[C:15]=2[N:11]2[CH2:12][CH2:13][CH2:14][C@@H:9]([NH:8][C:6]([O:5][C:1]([CH3:4])([CH3:3])[CH3:2])=[O:7])[CH2:10]2)[NH:28][CH:29]=1, predict the reactants needed to synthesize it. The reactants are: [C:1]([O:5][C:6]([NH:8][C@@H:9]1[CH2:14][CH2:13][CH2:12][N:11]([C:15]2[C:20]([O:21][C:22](=[O:27])[C:23]([CH3:26])([CH3:25])[CH3:24])=[CH:19][N:18]=[C:17]3[NH:28][CH:29]=[C:30]([N+:31]([O-])=O)[C:16]=23)[CH2:10]1)=[O:7])([CH3:4])([CH3:3])[CH3:2].CCN(CC)CC.[H][H]. (4) The reactants are: [N:1]1([C:6]2[CH:25]=[CH:24][C:9]([CH2:10][C:11]3C(O)=[N:13][C:14]4[C:19]([C:20]=3O)=[CH:18][C:17]([I:22])=[CH:16][CH:15]=4)=[CH:8][CH:7]=2)[CH:5]=[CH:4][N:3]=[CH:2]1.P(Cl)(Cl)([Cl:28])=O.Cl[CH2:32][Cl:33].C(=O)(O)[O-].[Na+]. Given the product [N:1]1([C:6]2[CH:25]=[CH:24][C:9]([CH2:10][C:11]3[C:32]([Cl:33])=[N:13][C:14]4[C:19]([C:20]=3[Cl:28])=[CH:18][C:17]([I:22])=[CH:16][CH:15]=4)=[CH:8][CH:7]=2)[CH:5]=[CH:4][N:3]=[CH:2]1, predict the reactants needed to synthesize it. (5) Given the product [Cl:14][C:7]1[NH:6][C:5]2[CH:10]=[CH:11][C:2]([I:1])=[CH:3][C:4]=2[N:8]=1, predict the reactants needed to synthesize it. The reactants are: [I:1][C:2]1[CH:11]=[CH:10][C:5]2[NH:6][C:7](=O)[NH:8][C:4]=2[CH:3]=1.O=P(Cl)(Cl)[Cl:14].